Dataset: Forward reaction prediction with 1.9M reactions from USPTO patents (1976-2016). Task: Predict the product of the given reaction. Given the reactants Cl[C:2]1[C:7]([C:8]([O:10][CH3:11])=[O:9])=[CH:6][CH:5]=[C:4]([CH3:12])[N:3]=1.[Br:13][Si](C)(C)C, predict the reaction product. The product is: [Br:13][C:2]1[C:7]([C:8]([O:10][CH3:11])=[O:9])=[CH:6][CH:5]=[C:4]([CH3:12])[N:3]=1.